This data is from Peptide-MHC class I binding affinity with 185,985 pairs from IEDB/IMGT. The task is: Regression. Given a peptide amino acid sequence and an MHC pseudo amino acid sequence, predict their binding affinity value. This is MHC class I binding data. (1) The peptide sequence is AVDLSHFLR. The MHC is HLA-A33:01 with pseudo-sequence HLA-A33:01. The binding affinity (normalized) is 0.512. (2) The peptide sequence is YTVQYPNL. The MHC is H-2-Db with pseudo-sequence H-2-Db. The binding affinity (normalized) is 0. (3) The binding affinity (normalized) is 0.213. The peptide sequence is EGAGIDDPV. The MHC is HLA-B08:01 with pseudo-sequence HLA-B08:01. (4) The peptide sequence is NVAYNVVNK. The MHC is HLA-A03:01 with pseudo-sequence HLA-A03:01. The binding affinity (normalized) is 0.432. (5) The peptide sequence is ETEPPFGESY. The MHC is HLA-A26:01 with pseudo-sequence HLA-A26:01. The binding affinity (normalized) is 0.547.